From a dataset of Reaction yield outcomes from USPTO patents with 853,638 reactions. Predict the reaction yield, written as a fraction of the theoretical maximum amount of product (1.0 means a 100% yield; for example, 0.34 means a 34% yield). (1) The reactants are C([N:8]1[CH2:13][CH2:12][N:11]([N:14]2[CH2:19][CH2:18][CH2:17][CH2:16][C:15]2=[O:20])[CH2:10][CH2:9]1)C1C=CC=CC=1. The catalyst is CO.[OH-].[OH-].[Pd+2]. The product is [N:11]1([N:14]2[CH2:19][CH2:18][CH2:17][CH2:16][C:15]2=[O:20])[CH2:10][CH2:9][NH:8][CH2:13][CH2:12]1. The yield is 0.970. (2) The reactants are [O:1]1[CH2:5][CH2:4][O:3][CH:2]1[C:6]1[CH:7]=[C:8]2[CH:14]=[CH:13][NH:12][C:9]2=[CH:10][N:11]=1.[H-].[Na+].[CH3:17]I. The catalyst is C1COCC1. The product is [O:3]1[CH2:4][CH2:5][O:1][CH:2]1[C:6]1[CH:7]=[C:8]2[CH:14]=[CH:13][N:12]([CH3:17])[C:9]2=[CH:10][N:11]=1. The yield is 0.860. (3) The reactants are [CH2:1]([O:8][CH:9]1[NH:14][CH:13]=[C:12]([C:15]2[CH:38]=[CH:37][C:18]3[N:19]([C:22]4[CH:23]=[C:24](N)[CH:25]=[C:26]([C:28]5[CH:33]=[CH:32][C:31]([F:34])=[CH:30][C:29]=5[F:35])[CH:27]=4)[CH:20]=[N:21][C:17]=3[CH:16]=2)[CH:11]=[CH:10]1)[C:2]1[CH:7]=[CH:6][CH:5]=[CH:4][CH:3]=1.[CH:39]1([NH:42][S:43]([N:46]2CCOC2=O)(=[O:45])=[O:44])[CH2:41][CH2:40]1. The catalyst is N1C=CC=CC=1. The product is [CH2:1]([O:8][C:9]1[N:14]=[CH:13][C:12]([C:15]2[CH:38]=[CH:37][C:18]3[N:19]([C:22]4[CH:23]=[C:24]([CH:40]5[CH:39]([NH:42][S:43](=[O:44])(=[O:45])[NH2:46])[CH2:41]5)[CH:25]=[C:26]([C:28]5[CH:33]=[CH:32][C:31]([F:34])=[CH:30][C:29]=5[F:35])[CH:27]=4)[CH:20]=[N:21][C:17]=3[CH:16]=2)=[CH:11][CH:10]=1)[C:2]1[CH:3]=[CH:4][CH:5]=[CH:6][CH:7]=1. The yield is 0.100. (4) The reactants are Cl.[S:2]1[C:10]2[C:5](=[N:6][CH:7]=[CH:8][CH:9]=2)[CH:4]=[C:3]1[NH2:11].[C:12]1([S:18]([Cl:21])(=[O:20])=[O:19])[CH:17]=[CH:16][CH:15]=[CH:14][CH:13]=1. The catalyst is N1C=CC=CC=1. The product is [ClH:21].[S:2]1[C:10]2[C:5](=[N:6][CH:7]=[CH:8][CH:9]=2)[CH:4]=[C:3]1[NH:11][S:18]([C:12]1[CH:17]=[CH:16][CH:15]=[CH:14][CH:13]=1)(=[O:20])=[O:19]. The yield is 0.200. (5) The reactants are Br[C:2]1[O:6][C:5]([C:7]2[CH:8]=[CH:9][C:10]([O:15][CH:16]([CH3:18])[CH3:17])=[C:11]([CH:14]=2)[C:12]#[N:13])=[N:4][CH:3]=1.[C:19]([Si:23]([CH3:44])([CH3:43])[O:24][CH:25]1[C:33]2[C:28](=[C:29](B3OC(C)(C)C(C)(C)O3)[CH:30]=[CH:31][CH:32]=2)[CH2:27][CH2:26]1)([CH3:22])([CH3:21])[CH3:20].C(=O)([O-])[O-].[K+].[K+]. The catalyst is CC(O)C(O)C.O. The product is [Si:23]([O:24][CH:25]1[C:33]2[C:28](=[C:29]([C:2]3[O:6][C:5]([C:7]4[CH:8]=[CH:9][C:10]([O:15][CH:16]([CH3:18])[CH3:17])=[C:11]([CH:14]=4)[C:12]#[N:13])=[N:4][CH:3]=3)[CH:30]=[CH:31][CH:32]=2)[CH2:27][CH2:26]1)([C:19]([CH3:22])([CH3:21])[CH3:20])([CH3:44])[CH3:43]. The yield is 0.940. (6) The reactants are [NH:1]1[CH2:4][CH:3]([C:5]2[NH:9][N:8]=[C:7]([C:10]3[CH:15]=[CH:14][CH:13]=[C:12]([CH3:16])[N:11]=3)[N:6]=2)[CH2:2]1.C(N(CC)CC)C.[CH:24]([NH:27][C:28]1[N:33]2[N:34]=[C:35]([C:37]3[CH:42]=[CH:41][CH:40]=[CH:39][N:38]=3)[N:36]=[C:32]2[N:31]=[C:30]([C:43]2[CH:50]=[CH:49][C:46]([CH:47]=O)=[CH:45][CH:44]=2)[C:29]=1[C:51]1[CH:56]=[CH:55][CH:54]=[CH:53][CH:52]=1)([CH3:26])[CH3:25].C(O)(=O)C.[BH-](OC(C)=O)(OC(C)=O)OC(C)=O.[Na+].C([O-])(O)=O.[Na+]. The catalyst is CN1C(=O)CCC1. The product is [CH:24]([NH:27][C:28]1[N:33]2[N:34]=[C:35]([C:37]3[CH:42]=[CH:41][CH:40]=[CH:39][N:38]=3)[N:36]=[C:32]2[N:31]=[C:30]([C:43]2[CH:44]=[CH:45][C:46]([CH2:47][N:1]3[CH2:4][CH:3]([C:5]4[N:6]=[C:7]([C:10]5[CH:15]=[CH:14][CH:13]=[C:12]([CH3:16])[N:11]=5)[NH:8][N:9]=4)[CH2:2]3)=[CH:49][CH:50]=2)[C:29]=1[C:51]1[CH:56]=[CH:55][CH:54]=[CH:53][CH:52]=1)([CH3:26])[CH3:25]. The yield is 0.0254.